The task is: Predict which catalyst facilitates the given reaction.. This data is from Catalyst prediction with 721,799 reactions and 888 catalyst types from USPTO. (1) Reactant: [C:1](OCC)(OCC)(OCC)[CH3:2].[C:12]([NH:20][NH2:21])(=[O:19])[C:13]1[CH:18]=[CH:17][CH:16]=[CH:15][CH:14]=1. Product: [CH3:1][C:2]1[O:19][C:12]([C:13]2[CH:18]=[CH:17][CH:16]=[CH:15][CH:14]=2)=[N:20][N:21]=1. The catalyst class is: 6. (2) The catalyst class is: 127. Product: [F:25][C:23]1[CH:22]=[C:21]([F:26])[CH:20]=[C:19]2[C:24]=1[C:15]([NH:14][C:3]1[CH:4]=[C:5]([N:8]3[CH2:13][CH2:12][O:11][CH2:10][CH2:9]3)[N:6]=[CH:7][C:2]=1[C:39]1[C:40]([CH3:42])=[N:41][C:36]([O:35][CH3:34])=[CH:37][CH:38]=1)=[C:16]([CH3:33])[C:17]([C:27]1[CH:32]=[CH:31][CH:30]=[CH:29][N:28]=1)=[N:18]2. Reactant: Br[C:2]1[C:3]([NH:14][C:15]2[C:24]3[C:19](=[CH:20][C:21]([F:26])=[CH:22][C:23]=3[F:25])[N:18]=[C:17]([C:27]3[CH:32]=[CH:31][CH:30]=[CH:29][N:28]=3)[C:16]=2[CH3:33])=[CH:4][C:5]([N:8]2[CH2:13][CH2:12][O:11][CH2:10][CH2:9]2)=[N:6][CH:7]=1.[CH3:34][O:35][C:36]1[N:41]=[C:40]([CH3:42])[C:39](B(O)O)=[CH:38][CH:37]=1.C1(P(C2CCCCC2)C2CCCCC2)CCCCC1.[O-]P([O-])([O-])=O.[K+].[K+].[K+]. (3) Reactant: N1[CH:6]=[CH:5][CH:4]=CC=1.[NH2:7][C:8]1[CH:9]=[C:10]2[C:15](=[CH:16][CH:17]=1)[O:14][C@@H:13]([C:18]([O:20]C(C)C)=O)[CH2:12][CH2:11]2.[CH:24]1([CH2:30][CH2:31][CH2:32][N:33]2[C:37](=[O:38])[N:36]([C:39]3[CH:44]=[CH:43][C:42]([S:45](Cl)(=[O:47])=[O:46])=[CH:41][CH:40]=3)[N:35]=[N:34]2)[CH2:29][CH2:28][CH2:27][CH2:26][CH2:25]1.[OH2:49].O1CCC[CH2:51]1. Product: [CH2:51]([O:49][C:18]([C@H:13]1[CH2:12][CH2:11][C:10]2[C:15](=[CH:16][CH:17]=[C:8]([NH:7][S:45]([C:42]3[CH:43]=[CH:44][C:39]([N:36]4[C:37](=[O:38])[N:33]([CH2:32][CH2:31][CH2:30][CH:24]5[CH2:29][CH2:28][CH2:27][CH2:26][CH2:25]5)[N:34]=[N:35]4)=[CH:40][CH:41]=3)(=[O:47])=[O:46])[CH:9]=2)[O:14]1)=[O:20])[CH:5]([CH3:4])[CH3:6]. The catalyst class is: 13. (4) Reactant: [Br:1][C:2]1[CH:3]=[CH:4][C:5]([OH:8])=[N:6][CH:7]=1.O[CH2:10][CH2:11][O:12][CH2:13][CH2:14][C:15]([O:17][C:18]([CH3:21])([CH3:20])[CH3:19])=[O:16].C1(P(C2C=CC=CC=2)C2C=CC=CC=2)C=CC=CC=1.N(C(OCC)=O)=NC(OCC)=O. Product: [Br:1][C:2]1[CH:3]=[CH:4][C:5]([O:8][CH2:10][CH2:11][O:12][CH2:13][CH2:14][C:15]([O:17][C:18]([CH3:19])([CH3:21])[CH3:20])=[O:16])=[N:6][CH:7]=1. The catalyst class is: 7. (5) Reactant: [CH2:1]([O:4][C:5]1([CH3:49])[CH2:10][CH2:9][N:8]([C:11]2[N:16]3[N:17]=[C:18]([CH2:20][N:21]([CH2:25][C:26]4[CH:31]=[CH:30][C:29]([F:32])=[CH:28][C:27]=4[CH2:33][CH2:34]C=C)[CH:22]4[CH2:24][CH2:23]4)[CH:19]=[C:15]3[N:14]=[C:13]([CH3:37])[C:12]=2[C@H:38]([O:44][C:45]([CH3:48])([CH3:47])[CH3:46])[C:39]([O:41][CH2:42][CH3:43])=[O:40])[CH2:7][CH2:6]1)[CH:2]=[CH2:3].[BH4-].[Na+]. The catalyst class is: 34. Product: [C:45]([O:44][C@@H:38]([C:12]1[C:13]([CH3:37])=[N:14][C:15]2=[CH:19][C:18]3=[N:17][N:16]2[C:11]=1[N:8]1[CH2:7][CH2:6][C:5]([CH3:49])([O:4][CH2:1][CH2:2][CH2:3][CH2:34][CH2:33][C:27]2[CH:28]=[C:29]([F:32])[CH:30]=[CH:31][C:26]=2[CH2:25][N:21]([CH:22]2[CH2:23][CH2:24]2)[CH2:20]3)[CH2:10][CH2:9]1)[C:39]([O:41][CH2:42][CH3:43])=[O:40])([CH3:46])([CH3:48])[CH3:47]. (6) Reactant: [CH2:1]([O:8][C:9]1[CH:10]=[CH:11][C:12]([O:30][CH2:31][C:32]([O:34][CH2:35][CH3:36])=[O:33])=[C:13]([CH:15]([NH:21][C:22]2[CH:27]=[CH:26][C:25]([C:28]#[N:29])=[CH:24][CH:23]=2)[C:16]([O:18][CH2:19][CH3:20])=[O:17])[CH:14]=1)[C:2]1[CH:7]=[CH:6][CH:5]=[CH:4][CH:3]=1.P([O-])(OCC)(SCC)=[S:38].C(O)C. Product: [CH2:1]([O:8][C:9]1[CH:10]=[CH:11][C:12]([O:30][CH2:31][C:32]([O:34][CH2:35][CH3:36])=[O:33])=[C:13]([CH:15]([NH:21][C:22]2[CH:23]=[CH:24][C:25]([C:28](=[S:38])[NH2:29])=[CH:26][CH:27]=2)[C:16]([O:18][CH2:19][CH3:20])=[O:17])[CH:14]=1)[C:2]1[CH:7]=[CH:6][CH:5]=[CH:4][CH:3]=1. The catalyst class is: 13. (7) Reactant: [H-].[Al+3].[Li+].[H-].[H-].[H-].O1CCCC1.[C:12]([N:15]1[CH2:19][CH2:18][CH2:17][CH:16]1[C:20]1[C:21]([O:35][C:36]2[CH:37]=[CH:38][C:39]([C:42](OCC)=[O:43])=[N:40][CH:41]=2)=[CH:22][C:23]2[N:27]=[C:26]([C:28]3[CH:33]=[CH:32][CH:31]=[CH:30][N:29]=3)[NH:25][C:24]=2[CH:34]=1)(=[O:14])[CH3:13]. Product: [C:12]([N:15]1[CH2:19][CH2:18][CH2:17][CH:16]1[C:20]1[C:21]([O:35][C:36]2[CH:37]=[CH:38][C:39]([CH2:42][OH:43])=[N:40][CH:41]=2)=[CH:22][C:23]2[N:27]=[C:26]([C:28]3[CH:33]=[CH:32][CH:31]=[CH:30][N:29]=3)[NH:25][C:24]=2[CH:34]=1)(=[O:14])[CH3:13]. The catalyst class is: 22.